Predict the reaction yield, written as a fraction of the theoretical maximum amount of product (1.0 means a 100% yield; for example, 0.34 means a 34% yield). From a dataset of Reaction yield outcomes from USPTO patents with 853,638 reactions. (1) The reactants are [CH3:1][O:2][CH2:3][CH2:4][N:5]1[CH2:10][CH2:9][CH:8]([NH:11]C(=O)OC(C)(C)C)[CH2:7][CH2:6]1.FC(F)(F)C(O)=O. No catalyst specified. The product is [CH3:1][O:2][CH2:3][CH2:4][N:5]1[CH2:6][CH2:7][CH:8]([NH2:11])[CH2:9][CH2:10]1. The yield is 0.370. (2) The reactants are [NH2:1][CH:2]1[CH2:7][CH2:6][N:5]([C:8]2[CH:16]=[CH:15][C:11]([C:12]([NH2:14])=[O:13])=[C:10](Cl)[N:9]=2)[CH2:4][CH2:3]1.C([O-])([O-])=O.[K+].[K+].C(OC(N1C=[C:35](B2O[C:34](C)([CH3:35])[C:33](C)([CH3:32])O2)[CH2:34][CH2:33][CH2:32]1)=O)(C)(C)C.O1[CH2:51][CH2:50][O:49][CH2:48][CH2:47]1. The catalyst is O.C1C=CC(P(C2C=CC=CC=2)[C-]2C=CC=C2)=CC=1.C1C=CC(P(C2C=CC=CC=2)[C-]2C=CC=C2)=CC=1.Cl[Pd]Cl.[Fe+2]. The product is [NH2:1][CH:2]1[CH2:7][CH2:6][N:5]([C:8]2[CH:16]=[CH:15][C:11]([C:12]([NH2:14])=[O:13])=[C:10]([C:33]3[CH:34]=[CH:35][C:48]([O:49][C:50]4[CH:51]=[CH:4][CH:3]=[CH:2][CH:7]=4)=[CH:47][CH:32]=3)[N:9]=2)[CH2:4][CH2:3]1. The yield is 0.310.